From a dataset of Catalyst prediction with 721,799 reactions and 888 catalyst types from USPTO. Predict which catalyst facilitates the given reaction. (1) Reactant: [H-].[Al+3].[Li+].[H-].[H-].[H-].[Cl:7][C:8]1[CH:9]=[C:10]([CH:23]2[CH2:28][CH2:27][CH2:26][CH2:25][CH2:24]2)[C:11]2[O:15][CH:14]([CH2:16][NH:17][C:18](=O)OC)[CH2:13][C:12]=2[CH:22]=1.Cl. Product: [Cl:7][C:8]1[CH:9]=[C:10]([CH:23]2[CH2:28][CH2:27][CH2:26][CH2:25][CH2:24]2)[C:11]2[O:15][CH:14]([CH2:16][NH:17][CH3:18])[CH2:13][C:12]=2[CH:22]=1. The catalyst class is: 7. (2) Reactant: [CH2:1]([N:8]1[CH:12]=[C:11]([Sn](CCCC)(CCCC)CCCC)[N:10]=[CH:9]1)[C:2]1[CH:7]=[CH:6][CH:5]=[CH:4][CH:3]=1.I[C:27]1[CH:28]=[CH:29][C:30]2[N:31]([CH:33]=[C:34]([C:36]([NH:38][C:39]3[CH:44]=[CH:43][CH:42]=[CH:41][N:40]=3)=[O:37])[N:35]=2)[CH:32]=1. Product: [CH2:1]([N:8]1[CH:12]=[C:11]([C:27]2[CH:28]=[CH:29][C:30]3[N:31]([CH:33]=[C:34]([C:36]([NH:38][C:39]4[CH:44]=[CH:43][CH:42]=[CH:41][N:40]=4)=[O:37])[N:35]=3)[CH:32]=2)[N:10]=[CH:9]1)[C:2]1[CH:3]=[CH:4][CH:5]=[CH:6][CH:7]=1. The catalyst class is: 109. (3) Reactant: [C:1]([C:3]1[CH:33]=[C:32]([F:34])[CH:31]=[CH:30][C:4]=1[CH2:5][NH:6][C:7]([C:9]1[N:10]=[C:11]2[N:16]([C:17](=[O:27])[C:18]=1[O:19][CH2:20][C:21]1[CH:26]=[CH:25][CH:24]=[CH:23][CH:22]=1)[CH2:15][CH2:14][O:13][C:12]2([CH3:29])[CH3:28])=[O:8])#[CH:2].C(=O)(O)[O-].[K+].[Br:40][C:41](Br)=[N:42][OH:43]. Product: [Br:40][C:41]1[CH:2]=[C:1]([C:3]2[CH:33]=[C:32]([F:34])[CH:31]=[CH:30][C:4]=2[CH2:5][NH:6][C:7]([C:9]2[N:10]=[C:11]3[N:16]([C:17](=[O:27])[C:18]=2[O:19][CH2:20][C:21]2[CH:26]=[CH:25][CH:24]=[CH:23][CH:22]=2)[CH2:15][CH2:14][O:13][C:12]3([CH3:29])[CH3:28])=[O:8])[O:43][N:42]=1. The catalyst class is: 84.